Dataset: Full USPTO retrosynthesis dataset with 1.9M reactions from patents (1976-2016). Task: Predict the reactants needed to synthesize the given product. (1) Given the product [C:1]1([C:7]2[CH:8]=[C:9]([CH2:12][NH2:16])[O:10][CH:11]=2)[CH:6]=[CH:5][CH:4]=[CH:3][CH:2]=1, predict the reactants needed to synthesize it. The reactants are: [C:1]1([C:7]2[CH:8]=[C:9]([CH:12]=O)[O:10][CH:11]=2)[CH:6]=[CH:5][CH:4]=[CH:3][CH:2]=1.[BH3-]C#[N:16].[Na+]. (2) Given the product [C:25]([O:28][C:29]([NH:31][N:11]([CH2:10][CH2:9][CH2:8][O:7][Si:6]([C:3]([CH3:2])([CH3:4])[CH3:5])([CH3:13])[CH3:14])[CH3:12])=[O:30])([CH3:27])([CH3:26])[CH3:24], predict the reactants needed to synthesize it. The reactants are: Cl.[CH3:2][C:3]([Si:6]([CH3:14])([CH3:13])[O:7][CH2:8][CH2:9][CH2:10][NH:11][CH3:12])([CH3:5])[CH3:4].C(N(CC)C(C)C)(C)C.[CH3:24][C:25]([O:28][C:29]([N:31]1C(C2C=CC(C#N)=CC=2)O1)=[O:30])([CH3:27])[CH3:26]. (3) Given the product [CH:17]1([N:7]2[CH2:8][C:9]([F:16])([F:15])[C:10](=[O:14])[N:11]([CH2:12][CH3:13])[C:5]3[CH:4]=[N:3][C:2]([NH:23][C:24]4[CH:39]=[CH:38][C:27]([C:28]([NH:30][CH:31]5[CH2:32][CH2:33][N:34]([CH3:37])[CH2:35][CH2:36]5)=[O:29])=[CH:26][C:25]=4[O:40][CH3:41])=[N:22][C:6]2=3)[CH2:21][CH2:20][CH2:19][CH2:18]1, predict the reactants needed to synthesize it. The reactants are: Cl[C:2]1[N:3]=[CH:4][C:5]2[N:11]([CH2:12][CH3:13])[C:10](=[O:14])[C:9]([F:16])([F:15])[CH2:8][N:7]([CH:17]3[CH2:21][CH2:20][CH2:19][CH2:18]3)[C:6]=2[N:22]=1.[NH2:23][C:24]1[CH:39]=[CH:38][C:27]([C:28]([NH:30][CH:31]2[CH2:36][CH2:35][N:34]([CH3:37])[CH2:33][CH2:32]2)=[O:29])=[CH:26][C:25]=1[O:40][CH3:41].O.C1(C)C=CC(S(O)(=O)=O)=CC=1.